This data is from Full USPTO retrosynthesis dataset with 1.9M reactions from patents (1976-2016). The task is: Predict the reactants needed to synthesize the given product. (1) Given the product [Br:1][C:2]1[CH:11]=[CH:10][CH:9]=[C:8]2[C:3]=1[CH2:4][CH2:5][CH2:6][N:7]2[C:12]([O:14][CH2:15][CH2:16][CH2:49][C:43]1[CH:44]=[CH:45][CH:46]=[C:47]([CH3:48])[C:42]=1[CH3:41])=[O:13], predict the reactants needed to synthesize it. The reactants are: [Br:1][C:2]1[CH:11]=[CH:10][CH:9]=[C:8]2[C:3]=1[CH2:4][CH2:5][CH2:6][N:7]2[C:12]([O:14][CH2:15][CH2:16]OC1C=CC=C(C)C=1C)=[O:13].CC1C(C)=CC=CC=1OCC(OCC)=O.[CH3:41][C:42]1[C:47]([CH3:48])=[CH:46][CH:45]=[CH:44][C:43]=1[CH2:49]CC(OC)=O. (2) Given the product [F:1][C:2]1[CH:7]=[CH:6][C:5]([CH2:8][C:9]2[CH:18]=[C:17]3[C:12]([C:13]([OH:35])=[C:14]([C:30]([NH:36][C@@H:37]([CH3:40])[CH2:38][OH:39])=[O:31])[C:15](=[O:29])[N:16]3[CH2:19][CH2:20][CH2:21][N:22]3[CH2:27][CH2:26][CH2:25][CH2:24][C:23]3=[O:28])=[N:11][CH:10]=2)=[CH:4][CH:3]=1, predict the reactants needed to synthesize it. The reactants are: [F:1][C:2]1[CH:7]=[CH:6][C:5]([CH2:8][C:9]2[CH:18]=[C:17]3[C:12]([C:13]([OH:35])=[C:14]([C:30](OCC)=[O:31])[C:15](=[O:29])[N:16]3[CH2:19][CH2:20][CH2:21][N:22]3[CH2:27][CH2:26][CH2:25][CH2:24][C:23]3=[O:28])=[N:11][CH:10]=2)=[CH:4][CH:3]=1.[NH2:36][C@@H:37]([CH3:40])[CH2:38][OH:39].